From a dataset of Peptide-MHC class I binding affinity with 185,985 pairs from IEDB/IMGT. Regression. Given a peptide amino acid sequence and an MHC pseudo amino acid sequence, predict their binding affinity value. This is MHC class I binding data. (1) The peptide sequence is SINKVYGRY. The MHC is HLA-A03:01 with pseudo-sequence HLA-A03:01. The binding affinity (normalized) is 0.421. (2) The peptide sequence is GLLEWIFRA. The MHC is HLA-A02:03 with pseudo-sequence HLA-A02:03. The binding affinity (normalized) is 0.499.